Dataset: Catalyst prediction with 721,799 reactions and 888 catalyst types from USPTO. Task: Predict which catalyst facilitates the given reaction. (1) Reactant: CS([O:5][CH2:6][C:7]1[N:12]=[C:11]2[N:13]([C@@H:18]3[C:26]4[C:21](=[CH:22][C:23]([Br:27])=[CH:24][CH:25]=4)[CH2:20][CH2:19]3)[C:14]([CH2:16][CH3:17])=[N:15][C:10]2=[C:9]([CH3:28])[CH:8]=1)(=O)=O.[CH3:29][CH:30]([CH3:32])[O-].[K+]. Product: [Br:27][C:23]1[CH:22]=[C:21]2[C:26](=[CH:25][CH:24]=1)[C@@H:18]([N:13]1[C:11]3=[N:12][C:7]([CH2:6][O:5][CH:30]([CH3:32])[CH3:29])=[CH:8][C:9]([CH3:28])=[C:10]3[N:15]=[C:14]1[CH2:16][CH3:17])[CH2:19][CH2:20]2. The catalyst class is: 32. (2) Reactant: [CH3:1][C:2]1([CH:6]2[C:15]3[C:10](=[CH:11][CH:12]=[CH:13][CH:14]=3)[N:9]([CH2:16][C:17]([NH2:19])=O)[CH2:8][CH2:7]2)[CH2:5][O:4][CH2:3]1.[H-].[Al+3].[Li+].[H-].[H-].[H-].[OH-].[Na+].[O-]S([O-])(=O)=O.[Mg+2]. Product: [CH3:1][C:2]1([CH:6]2[C:15]3[C:10](=[CH:11][CH:12]=[CH:13][CH:14]=3)[N:9]([CH2:16][CH2:17][NH2:19])[CH2:8][CH2:7]2)[CH2:5][O:4][CH2:3]1. The catalyst class is: 20.